From a dataset of Full USPTO retrosynthesis dataset with 1.9M reactions from patents (1976-2016). Predict the reactants needed to synthesize the given product. (1) Given the product [CH3:31][C:10]1([CH3:32])[CH2:11][N:12]2[C:20]3[CH:19]=[C:18]([C:21]([O:23][CH2:24][CH3:25])=[O:22])[CH:17]=[CH:16][C:15]=3[CH:14]=[C:13]2[C:6](=[O:5])[NH:8][CH2:9]1, predict the reactants needed to synthesize it. The reactants are: C([O:5][C:6]([NH:8][CH2:9][C:10]([CH3:32])([CH3:31])[CH2:11][N:12]1[C:20]2[C:15](=[CH:16][CH:17]=[C:18]([C:21]([O:23][CH2:24][CH3:25])=[O:22])[CH:19]=2)[CH:14]=[C:13]1C(OCC)=O)=O)(C)(C)C.N1C2C(=CC=C(C(OCC)=O)C=2)C=C1C(OCC)=O.C(O)(C(F)(F)F)=O.C(N(CC)CC)C.C([O-])([O-])=O.[K+].[K+]. (2) Given the product [F:2][C:3]1[CH:4]=[C:5]([S:9]([C:12]2[CH:13]=[C:14]3[C:19](=[CH:20][CH:21]=2)[C@H:18]([CH2:22][N:23]([CH3:24])[S:26]([CH3:25])(=[O:28])=[O:27])[CH2:17][CH2:16][CH2:15]3)(=[O:11])=[O:10])[CH:6]=[CH:7][CH:8]=1, predict the reactants needed to synthesize it. The reactants are: Cl.[F:2][C:3]1[CH:4]=[C:5]([S:9]([C:12]2[CH:13]=[C:14]3[C:19](=[CH:20][CH:21]=2)[C@H:18]([CH2:22][NH:23][CH3:24])[CH2:17][CH2:16][CH2:15]3)(=[O:11])=[O:10])[CH:6]=[CH:7][CH:8]=1.[CH3:25][S:26](Cl)(=[O:28])=[O:27]. (3) Given the product [CH3:1][O:2][C:3]1[CH:23]=[CH:22][C:6]2[C:7]3[S:8][CH:9]=[CH:10][C:11]=3[C:12]3[CH:18]=[CH:17][CH:16]=[CH:15][C:13]=3[O:14][C:5]=2[CH:4]=1, predict the reactants needed to synthesize it. The reactants are: [CH3:1][O:2][C:3]1[CH:23]=[CH:22][C:6]2[C:7]3[S:8][C:9](C(O)=O)=[CH:10][C:11]=3[C:12]3[CH:18]=[CH:17][CH:16]=[CH:15][C:13]=3[O:14][C:5]=2[CH:4]=1. (4) Given the product [Br:34][CH2:31][C:26]1[CH:27]=[CH:28][CH:29]=[CH:30][C:25]=1[O:24][Si:23]([C:19]([CH3:22])([CH3:21])[CH3:20])([CH3:33])[CH3:32], predict the reactants needed to synthesize it. The reactants are: C(OOC(=O)C1C=CC=CC=1)(=O)C1C=CC=CC=1.[C:19]([Si:23]([CH3:33])([CH3:32])[O:24][C:25]1[CH:30]=[CH:29][CH:28]=[CH:27][C:26]=1[CH3:31])([CH3:22])([CH3:21])[CH3:20].[Br:34]NC(=O)CCC(N)=O. (5) Given the product [CH2:1]([N:8]1[CH2:17][CH2:16][C:15]2[N:14]=[C:13]([CH:19]([CH3:21])[CH3:20])[CH:12]=[CH:11][C:10]=2[CH2:9]1)[C:2]1[CH:7]=[CH:6][CH:5]=[CH:4][CH:3]=1, predict the reactants needed to synthesize it. The reactants are: [CH2:1]([N:8]1[CH2:17][CH2:16][C:15]2[N:14]=[C:13](Cl)[CH:12]=[CH:11][C:10]=2[CH2:9]1)[C:2]1[CH:7]=[CH:6][CH:5]=[CH:4][CH:3]=1.[CH:19]([Mg]Cl)([CH3:21])[CH3:20].[OH-].[Na+]. (6) Given the product [N:10]1[CH:11]=[CH:12][C:7]([NH:3][CH2:2][CH2:1][NH2:4])=[CH:8][CH:9]=1, predict the reactants needed to synthesize it. The reactants are: [CH2:1]([NH2:4])[CH2:2][NH2:3].Cl.Br[C:7]1[CH:12]=[CH:11][N:10]=[CH:9][CH:8]=1.C(=O)([O-])[O-].[K+].[K+]. (7) Given the product [F:1][C:2]1[CH:7]=[CH:6][C:5]([NH2:8])=[C:4]2[C:3]=1[O:19][CH:16]([CH3:17])[CH2:15]2, predict the reactants needed to synthesize it. The reactants are: [F:1][C:2]1[CH:7]=[CH:6][C:5]([NH:8]C(=O)C(C)(C)C)=[C:4]([CH2:15][CH:16](O)[CH3:17])[C:3]=1[O:19]C. (8) Given the product [F:1][C:2]1[CH:7]=[C:6]([F:8])[CH:5]=[CH:4][C:3]=1[CH2:9][C:10]1[CH:19]=[C:18]2[C:13]([C:14]([OH:26])=[C:15]([C:21]([NH:27][CH2:28][CH2:29][CH2:30][N:31]3[CH2:36][CH2:35][O:34][CH2:33][CH2:32]3)=[O:22])[C:16](=[O:20])[NH:17]2)=[N:12][CH:11]=1, predict the reactants needed to synthesize it. The reactants are: [F:1][C:2]1[CH:7]=[C:6]([F:8])[CH:5]=[CH:4][C:3]=1[CH2:9][C:10]1[CH:19]=[C:18]2[C:13]([C:14]([OH:26])=[C:15]([C:21](OCC)=[O:22])[C:16](=[O:20])[NH:17]2)=[N:12][CH:11]=1.[NH2:27][CH2:28][CH2:29][CH2:30][N:31]1[CH2:36][CH2:35][O:34][CH2:33][CH2:32]1. (9) Given the product [Cl:1][C:2]1[CH:3]=[CH:4][C:5]([O:18][CH2:19][C:20]2[CH:21]=[CH:22][CH:23]=[CH:24][CH:25]=2)=[C:6]([CH2:8][N:9]2[C:13]([CH3:14])=[CH:12][C:11]([C:15](/[N:17]=[C:28](/[N:30]([CH3:32])[CH3:31])\[CH3:29])=[O:16])=[N:10]2)[CH:7]=1, predict the reactants needed to synthesize it. The reactants are: [Cl:1][C:2]1[CH:3]=[CH:4][C:5]([O:18][CH2:19][C:20]2[CH:25]=[CH:24][CH:23]=[CH:22][CH:21]=2)=[C:6]([CH2:8][N:9]2[C:13]([CH3:14])=[CH:12][C:11]([C:15]([NH2:17])=[O:16])=[N:10]2)[CH:7]=1.CO[C:28](OC)([N:30]([CH3:32])[CH3:31])[CH3:29]. (10) Given the product [OH:10][CH2:9][C@@H:6]1[CH2:7][CH2:8][C:4]2([CH2:3][CH2:2]2)[N:5]1[C:16]([O:15][C:12]([CH3:14])([CH3:13])[CH3:11])=[O:17], predict the reactants needed to synthesize it. The reactants are: Cl.[CH2:2]1[C:4]2([CH2:8][CH2:7][C@@H:6]([CH2:9][OH:10])[NH:5]2)[CH2:3]1.[CH3:11][C:12]([O:15][C:16](O[C:16]([O:15][C:12]([CH3:14])([CH3:13])[CH3:11])=[O:17])=[O:17])([CH3:14])[CH3:13].